This data is from Reaction yield outcomes from USPTO patents with 853,638 reactions. The task is: Predict the reaction yield, written as a fraction of the theoretical maximum amount of product (1.0 means a 100% yield; for example, 0.34 means a 34% yield). (1) The reactants are [BH4-].[Na+].[Cl:3][C:4]1[CH:5]=[C:6]([C:11]2([C:32]([F:35])([F:34])[F:33])[CH2:19][C:18]3[C:13](=[CH:14][CH:15]=[C:16]([C:20]4[CH:21]=[C:22]([NH:26][C:27](=[O:30])[CH2:28][CH3:29])[CH:23]=[CH:24][CH:25]=4)[CH:17]=3)[C:12]2=[O:31])[CH:7]=[C:8]([Cl:10])[CH:9]=1. The catalyst is O.O1CCCC1. The product is [Cl:3][C:4]1[CH:5]=[C:6]([C:11]2([C:32]([F:35])([F:33])[F:34])[CH2:19][C:18]3[C:13](=[CH:14][CH:15]=[C:16]([C:20]4[CH:21]=[C:22]([NH:26][C:27](=[O:30])[CH2:28][CH3:29])[CH:23]=[CH:24][CH:25]=4)[CH:17]=3)[CH:12]2[OH:31])[CH:7]=[C:8]([Cl:10])[CH:9]=1. The yield is 0.950. (2) The product is [CH2:19]([N:4]1[C@@H:5]([C:7]([O:9][CH2:10][C:11]2[CH:16]=[CH:15][CH:14]=[CH:13][CH:12]=2)=[O:8])[CH2:6][N:2]([CH3:1])[C:3]1=[O:17])[C:20]1[CH:25]=[CH:24][CH:23]=[CH:22][CH:21]=1. The reactants are [CH3:1][N:2]1[CH2:6][C@H:5]([C:7]([O:9][CH2:10][C:11]2[CH:16]=[CH:15][CH:14]=[CH:13][CH:12]=2)=[O:8])[NH:4][C:3]1=[O:17].Br[CH2:19][C:20]1[CH:25]=[CH:24][CH:23]=[CH:22][CH:21]=1. The yield is 0.310. The catalyst is O. (3) The reactants are [CH3:1][O:2][C:3]1[CH:4]=[C:5]([NH:11][C:12](=[O:24])[CH2:13][C:14]([O:16]CC2C=CC=CC=2)=[O:15])[CH:6]=[CH:7][C:8]=1[O:9][CH3:10]. The catalyst is CO.[Pd]. The product is [CH3:1][O:2][C:3]1[CH:4]=[C:5]([NH:11][C:12](=[O:24])[CH2:13][C:14]([OH:16])=[O:15])[CH:6]=[CH:7][C:8]=1[O:9][CH3:10]. The yield is 0.830. (4) The reactants are C(P(C(C)(C)C)C1C=CC=CC=1C1C(C(C)C)=CC(C(C)C)=CC=1C(C)C)(C)(C)C.[CH2:31]([O:38][C:39]1[CH:44]=[C:43](Br)[CH:42]=[C:41]([F:46])[C:40]=1[F:47])[C:32]1[CH:37]=[CH:36][CH:35]=[CH:34][CH:33]=1.[O:48]1CCOCC1. The catalyst is O.[OH-].[K+].CCOC(C)=O. The product is [CH2:31]([O:38][C:39]1[CH:44]=[C:43]([OH:48])[CH:42]=[C:41]([F:46])[C:40]=1[F:47])[C:32]1[CH:37]=[CH:36][CH:35]=[CH:34][CH:33]=1. The yield is -0.600. (5) The reactants are O[C:2]1[CH:3]=[N:4][CH:5]=[CH:6][C:7]=1[NH:8][C:9]([C:11]1[S:12][C:13]([N+:16]([O-:18])=[O:17])=[CH:14][CH:15]=1)=[O:10].O=P12OP3(OP(OP(O3)(O1)=O)(=O)O2)=O.CC1C=CC(C)=CC=1. The catalyst is N1C=CC=CC=1. The product is [N+:16]([C:13]1[S:12][C:11]([C:9]2[O:10][C:2]3[CH:3]=[N:4][CH:5]=[CH:6][C:7]=3[N:8]=2)=[CH:15][CH:14]=1)([O-:18])=[O:17]. The yield is 0.170. (6) The reactants are [NH2:1][CH2:2][CH2:3][CH2:4][CH2:5][CH2:6][CH2:7][OH:8].[CH3:9][C:10]([O:13][C:14](O[C:14]([O:13][C:10]([CH3:12])([CH3:11])[CH3:9])=[O:15])=[O:15])([CH3:12])[CH3:11]. The catalyst is C1COCC1.O. The product is [OH:8][CH2:7][CH2:6][CH2:5][CH2:4][CH2:3][CH2:2][NH:1][C:14](=[O:15])[O:13][C:10]([CH3:12])([CH3:11])[CH3:9]. The yield is 0.540. (7) The reactants are C(OC([N:8]1[CH2:12][CH:11]([C:13]#[N:14])[CH2:10][CH:9]1[C:15]1[NH:16][C:17]([C:20]2[CH:29]=[CH:28][C:27]3[C:22](=[CH:23][CH:24]=[C:25]([C:30]4[CH:35]=[CH:34][C:33]([C:36]5[NH:37][C:38]([CH:41]6[CH2:47][C:44]7([CH2:46][CH2:45]7)[CH2:43][N:42]6[C:48](=[O:58])[CH:49]([NH:53][C:54]([O:56][CH3:57])=[O:55])[CH:50]([CH3:52])[CH3:51])=[N:39][CH:40]=5)=[CH:32][CH:31]=4)[CH:26]=3)[CH:21]=2)=[CH:18][N:19]=1)=O)(C)(C)C.[ClH:59].O1CCOCC1. The catalyst is C(Cl)Cl. The product is [ClH:59].[ClH:59].[ClH:59].[CH3:57][O:56][C:54](=[O:55])[NH:53][CH:49]([C:48]([N:42]1[CH:41]([C:38]2[NH:37][C:36]([C:33]3[CH:32]=[CH:31][C:30]([C:25]4[CH:24]=[CH:23][C:22]5[C:27](=[CH:28][CH:29]=[C:20]([C:17]6[NH:16][C:15]([CH:9]7[CH2:10][CH:11]([C:13]#[N:14])[CH2:12][NH:8]7)=[N:19][CH:18]=6)[CH:21]=5)[CH:26]=4)=[CH:35][CH:34]=3)=[CH:40][N:39]=2)[CH2:47][C:44]2([CH2:45][CH2:46]2)[CH2:43]1)=[O:58])[CH:50]([CH3:52])[CH3:51]. The yield is 0.920.